This data is from Reaction yield outcomes from USPTO patents with 853,638 reactions. The task is: Predict the reaction yield, written as a fraction of the theoretical maximum amount of product (1.0 means a 100% yield; for example, 0.34 means a 34% yield). (1) The reactants are [Cl:1][C:2]1[CH:28]=[C:27]([Cl:29])[CH:26]=[CH:25][C:3]=1[C:4]([C:6]1[O:7][C:8]2[CH:17]=[C:16]([C:18]3[CH:19]=[C:20]([CH3:24])[CH:21]=[CH:22][CH:23]=3)[CH:15]=[CH:14][C:9]=2[C:10]=1[C:11]([NH2:13])=O)=[O:5].O=S(Cl)Cl. No catalyst specified. The product is [Cl:1][C:2]1[CH:28]=[C:27]([Cl:29])[CH:26]=[CH:25][C:3]=1[C:4]([C:6]1[O:7][C:8]2[CH:17]=[C:16]([C:18]3[CH:19]=[C:20]([CH3:24])[CH:21]=[CH:22][CH:23]=3)[CH:15]=[CH:14][C:9]=2[C:10]=1[C:11]#[N:13])=[O:5]. The yield is 0.130. (2) The reactants are [CH3:1][C:2]1([CH3:18])[C:7]([C:8]2[CH:9]=[N:10][C:11]([CH3:17])=[C:12]([N+:14]([O-:16])=[O:15])[CH:13]=2)=[CH:6][CH2:5][NH:4][CH2:3]1.C=O.[C:21](O[BH-](OC(=O)C)OC(=O)C)(=O)C.[Na+]. The catalyst is C(Cl)Cl. The product is [CH3:21][N:4]1[CH2:5][CH:6]=[C:7]([C:8]2[CH:9]=[N:10][C:11]([CH3:17])=[C:12]([N+:14]([O-:16])=[O:15])[CH:13]=2)[C:2]([CH3:18])([CH3:1])[CH2:3]1. The yield is 1.00.